Dataset: Forward reaction prediction with 1.9M reactions from USPTO patents (1976-2016). Task: Predict the product of the given reaction. (1) Given the reactants C(N1CCNCC1C)(OC(C)(C)C)=O.[C:15]([N:22]1[CH2:27][CH2:26][NH:25][C@@H:24]([CH3:28])[CH2:23]1)([O:17][C:18]([CH3:21])([CH3:20])[CH3:19])=[O:16].Cl[C:30]1[N:39]=[C:38]([C:40]2[CH:45]=[CH:44][C:43]([F:46])=[CH:42][C:41]=2[F:47])[C:37]2[C:32](=[CH:33][C:34]([F:48])=[CH:35][CH:36]=2)[N:31]=1.N1CCNCC1, predict the reaction product. The product is: [C:18]([O:17][C:15]([N:22]1[CH2:27][CH2:26][N:25]([C:30]2[N:39]=[C:38]([C:40]3[CH:45]=[CH:44][C:43]([F:46])=[CH:42][C:41]=3[F:47])[C:37]3[C:32](=[CH:33][C:34]([F:48])=[CH:35][CH:36]=3)[N:31]=2)[CH:24]([CH3:28])[CH2:23]1)=[O:16])([CH3:21])([CH3:20])[CH3:19]. (2) Given the reactants [NH2:1][CH2:2][CH2:3][NH:4][C:5]1[N:13]=[C:12]([Cl:14])[N:11]=[C:10]2[C:6]=1[N:7]=[CH:8][N:9]2[CH:15]1[CH2:19][CH2:18][CH2:17][CH2:16]1.C(Cl)Cl.[CH2:23](N(CC)CC)C.Cl[S:31]([C:34]1[CH:43]=[CH:42][CH:41]=[CH:40][C:35]=1[C:36]([O:38][CH3:39])=[O:37])(=[O:33])=[O:32], predict the reaction product. The product is: [Cl:14][C:12]1[N:11]=[C:10]2[C:6]([N:7]=[CH:8][N:9]2[CH:15]2[CH2:19][CH2:18][CH2:17][CH2:16]2)=[C:5]([NH:4][CH2:3][CH2:2][NH:1][S:31]([C:34]2[CH:43]=[CH:42][CH:41]=[CH:40][C:35]=2[C:36]([O:38][CH2:39][CH3:23])=[O:37])(=[O:33])=[O:32])[N:13]=1. (3) Given the reactants [Br:1][C:2]1[CH:3]=[C:4]2[C:8](=[C:9]([C:11]#[N:12])[CH:10]=1)[NH:7][N:6]=[C:5]2[CH:13]1[CH2:18][CH2:17][N:16]([C:19]([O-:21])=[O:20])[CH2:15][CH2:14]1.[OH-:22].[K+], predict the reaction product. The product is: [NH2:12][C:11]([C:9]1[CH:10]=[C:2]([Br:1])[CH:3]=[C:4]2[C:8]=1[NH:7][N:6]=[C:5]2[CH:13]1[CH2:14][CH2:15][N:16]([C:19]([O:21][C:4]([CH3:8])([CH3:5])[CH3:3])=[O:20])[CH2:17][CH2:18]1)=[O:22]. (4) The product is: [CH2:27]([S:28][C:2]1[C:7]([O:8][CH3:9])=[CH:6][C:5]2[O:10][CH2:11][C:12]3[C:16]([C:17]([OH:19])=[O:18])=[N:15][N:14]([C:20]4[CH:24]=[CH:23][S:22][CH:21]=4)[C:13]=3[C:4]=2[CH:3]=1)[CH:26]([CH3:29])[CH3:25]. Given the reactants Br[C:2]1[C:7]([O:8][CH3:9])=[CH:6][C:5]2[O:10][CH2:11][C:12]3[C:16]([C:17]([OH:19])=[O:18])=[N:15][N:14]([C:20]4[CH:24]=[CH:23][S:22][CH:21]=4)[C:13]=3[C:4]=2[CH:3]=1.[CH3:25][CH:26]([CH3:29])[CH2:27][SH:28].C1(P(C2C=CC=CC=2)C2C3OC4C(=CC=CC=4P(C4C=CC=CC=4)C4C=CC=CC=4)C(C)(C)C=3C=CC=2)C=CC=CC=1.C(=O)([O-])[O-].[K+].[K+], predict the reaction product. (5) Given the reactants [CH2:1]([C@@H:8]([CH2:12][CH2:13][C@H:14]([CH2:32][C:33]1[CH:38]=[CH:37][CH:36]=[CH:35][CH:34]=1)[C:15](=[O:31])[NH:16][C@@H:17]1[CH2:23][CH2:22][CH2:21][CH2:20][N:19]([C:24]2[CH:29]=[CH:28][CH:27]=[CH:26][CH:25]=2)[C:18]1=[O:30])[C:9](O)=[O:10])[C:2]1[CH:7]=[CH:6][CH:5]=[CH:4][CH:3]=1.Cl.[NH2:40][C@H:41]1[CH2:47][CH2:46][S:45][C@H:44]2[CH2:48][CH2:49][CH2:50][C@@H:51]([CH2:52][O:53][CH3:54])[N:43]2[C:42]1=[O:55], predict the reaction product. The product is: [CH2:1]([C@@H:8]([CH2:12][CH2:13][C@H:14]([CH2:32][C:33]1[CH:34]=[CH:35][CH:36]=[CH:37][CH:38]=1)[C:15]([NH:16][C@H:17]1[CH2:23][CH2:22][CH2:21][CH2:20][N:19]([C:24]2[CH:25]=[CH:26][CH:27]=[CH:28][CH:29]=2)[C:18]1=[O:30])=[O:31])[C:9]([NH:40][C@H:41]1[CH2:47][CH2:46][S:45][C@H:44]2[CH2:48][CH2:49][CH2:50][C@@H:51]([CH2:52][O:53][CH3:54])[N:43]2[C:42]1=[O:55])=[O:10])[C:2]1[CH:7]=[CH:6][CH:5]=[CH:4][CH:3]=1.